Dataset: Full USPTO retrosynthesis dataset with 1.9M reactions from patents (1976-2016). Task: Predict the reactants needed to synthesize the given product. (1) Given the product [F:24][C:25]1[CH:33]=[CH:32][C:28]([CH2:29][CH2:30][NH:31][C@H:11]2[C:10]3[C:5](=[CH:6][C:7]([N+:12]([O-:14])=[O:13])=[CH:8][CH:9]=3)[O:4][C:3]([CH3:15])([CH3:16])[C@@H:2]2[OH:17])=[CH:27][CH:26]=1, predict the reactants needed to synthesize it. The reactants are: O1[C@@H:11]2[C@@:2]1([OH:17])[C:3]([CH3:16])([CH3:15])[O:4][C:5]1[C:10]2=[CH:9][CH:8]=[C:7]([N+:12]([O-:14])=[O:13])[CH:6]=1.Cl([O-])(=O)(=O)=O.[Li+].[F:24][C:25]1[CH:33]=[CH:32][C:28]([CH2:29][CH2:30][NH2:31])=[CH:27][CH:26]=1.C(O)(=O)/C=C\C(O)=O. (2) Given the product [CH3:25][O:24][C:22]1[CH:23]=[C:18]([NH:16][C:14]2[N:15]=[C:11]3[CH:10]=[CH:9][CH:8]=[C:7]([C:1]4[CH:2]=[CH:3][CH:4]=[CH:5][CH:6]=4)[N:12]3[N:13]=2)[CH:19]=[N:20][CH:21]=1, predict the reactants needed to synthesize it. The reactants are: [C:1]1([C:7]2[N:12]3[N:13]=[C:14]([NH2:16])[N:15]=[C:11]3[CH:10]=[CH:9][CH:8]=2)[CH:6]=[CH:5][CH:4]=[CH:3][CH:2]=1.Br[C:18]1[CH:19]=[N:20][CH:21]=[C:22]([O:24][CH3:25])[CH:23]=1.CC(C)([O-])C.[Na+]. (3) Given the product [CH3:1][O:2][C@@H:3]1[C@@H:4]([OH:13])[C@@H:5]([OH:12])[C@H:6]([OH:11])[C@H:7]([OH:10])[C@H:8]1[OH:9], predict the reactants needed to synthesize it. The reactants are: [CH3:1][O:2][CH:3]1[C@@H:8]([OH:9])[C@@H:7]([OH:10])[CH:6]([OH:11])[C@H:5]([OH:12])[C@H:4]1[OH:13].